Predict the reaction yield, written as a fraction of the theoretical maximum amount of product (1.0 means a 100% yield; for example, 0.34 means a 34% yield). From a dataset of Reaction yield outcomes from USPTO patents with 853,638 reactions. (1) The reactants are [Cl:1][C:2]1[CH:3]=[C:4]([NH:8][C:9]2[N:14]=[C:13]([NH:15][CH2:16][C@@H:17]3[CH2:21][CH2:20][CH2:19][N:18]3[C:22](OC(C)(C)C)=O)[CH:12]=[CH:11][N:10]=2)[CH:5]=[CH:6][CH:7]=1.[H-].[Al+3].[Li+].[H-].[H-].[H-]. The catalyst is C1COCC1. The product is [Cl:1][C:2]1[CH:3]=[C:4]([NH:8][C:9]2[N:14]=[C:13]([NH:15][CH2:16][C@@H:17]3[CH2:21][CH2:20][CH2:19][N:18]3[CH3:22])[CH:12]=[CH:11][N:10]=2)[CH:5]=[CH:6][CH:7]=1. The yield is 0.170. (2) The reactants are [CH3:1][C:2]1[N:7]=[C:6]2[S:8][C:9]3[CH:14]=[CH:13][CH:12]=[CH:11][C:10]=3[C:5]2=[C:4]([C:15]2[CH:20]=[CH:19][C:18]([CH3:21])=[CH:17][CH:16]=2)[C:3]=1[CH2:22][C:23]([O:25][CH3:26])=[O:24].[Li+].C[Si]([N-][Si](C)(C)C)(C)C.[CH2:37]1[CH2:41]OC[CH2:38]1.ICCC. The catalyst is CN(C=O)C. The product is [CH3:1][C:2]1[N:7]=[C:6]2[S:8][C:9]3[CH:14]=[CH:13][CH:12]=[CH:11][C:10]=3[C:5]2=[C:4]([C:15]2[CH:20]=[CH:19][C:18]([CH3:21])=[CH:17][CH:16]=2)[C:3]=1[CH:22]([CH2:38][CH2:37][CH3:41])[C:23]([O:25][CH3:26])=[O:24]. The yield is 0.750. (3) The reactants are [CH2:1]([C:8]1[S:9][C:10]2[CH:16]=[CH:15][C:14](B3OC(C)(C)C(C)(C)O3)=[CH:13][C:11]=2[N:12]=1)[C:2]1[CH:7]=[CH:6][CH:5]=[CH:4][CH:3]=1.[NH2:26][C:27]1[C:32]2=[C:33](Br)[CH:34]=[C:35]([CH:36]3[CH2:41][CH2:40][N:39]([C:42]([O:44][C:45]([CH3:48])([CH3:47])[CH3:46])=[O:43])[CH2:38][CH2:37]3)[N:31]2[N:30]=[CH:29][N:28]=1. No catalyst specified. The product is [NH2:26][C:27]1[C:32]2=[C:33]([C:14]3[CH:15]=[CH:16][C:10]4[S:9][C:8]([CH2:1][C:2]5[CH:3]=[CH:4][CH:5]=[CH:6][CH:7]=5)=[N:12][C:11]=4[CH:13]=3)[CH:34]=[C:35]([CH:36]3[CH2:37][CH2:38][N:39]([C:42]([O:44][C:45]([CH3:48])([CH3:47])[CH3:46])=[O:43])[CH2:40][CH2:41]3)[N:31]2[N:30]=[CH:29][N:28]=1. The yield is 0.956. (4) The catalyst is O1CCCC1.CO. The yield is 0.740. The reactants are [Cl:1][C:2]1[CH:3]=[CH:4][C:5]([NH:8][C:9](=[O:24])[C:10]2[CH:15]=[CH:14][CH:13]=[CH:12][C:11]=2[NH:16][CH2:17][CH:18]2[CH2:23][CH2:22][NH:21][CH2:20][CH2:19]2)=[N:6][CH:7]=1.[C:25]([C:28]1[CH:33]=[CH:32][N:31]=[CH:30][CH:29]=1)(=O)[CH3:26].C([BH3-])#N.[Na+].CO.C(O)(=O)C. The product is [Cl:1][C:2]1[CH:3]=[CH:4][C:5]([NH:8][C:9](=[O:24])[C:10]2[CH:15]=[CH:14][CH:13]=[CH:12][C:11]=2[NH:16][CH2:17][CH:18]2[CH2:19][CH2:20][N:21]([CH:25]([C:28]3[CH:33]=[CH:32][N:31]=[CH:30][CH:29]=3)[CH3:26])[CH2:22][CH2:23]2)=[N:6][CH:7]=1.